The task is: Predict which catalyst facilitates the given reaction.. This data is from Catalyst prediction with 721,799 reactions and 888 catalyst types from USPTO. (1) The catalyst class is: 8. Reactant: [CH3:1][O:2][C:3]1[CH:12]=[C:11]2[C:6]([CH2:7][CH:8]([C:13]([CH3:18])([CH3:17])[CH2:14][O:15][CH3:16])[N:9]=[CH:10]2)=[CH:5][C:4]=1[O:19][CH2:20][CH2:21][CH2:22][O:23][CH3:24].C(O[CH:28]=[C:29]([C:35](=[O:37])[CH3:36])[C:30]([O:32][CH2:33][CH3:34])=[O:31])C. Product: [CH3:1][O:2][C:3]1[C:4]([O:19][CH2:20][CH2:21][CH2:22][O:23][CH3:24])=[CH:5][C:6]2[CH2:7][CH:8]([C:13]([CH3:18])([CH3:17])[CH2:14][O:15][CH3:16])[N:9]3[CH:10]([CH2:36][C:35](=[O:37])[C:29]([C:30]([O:32][CH2:33][CH3:34])=[O:31])=[CH:28]3)[C:11]=2[CH:12]=1. (2) Reactant: [CH3:1][C:2]([NH:4][CH:5]1[C:15]2[CH:16]=[C:17]([OH:20])[CH:18]=[CH:19][C:14]=2[C:13]2[C:8](=[CH:9][C:10]([O:25][CH3:26])=[C:11]([O:23][CH3:24])[C:12]=2[O:21][CH3:22])[CH2:7][CH2:6]1)=[O:3].Cl[C:28](OC1C=CC([N+]([O-])=O)=CC=1)=[O:29].C(N(CC)CC)C.[NH2:47][CH2:48][CH2:49][CH2:50][CH2:51][N:52]1[CH2:57][CH2:56][O:55][CH2:54][CH2:53]1. Product: [O:55]1[CH2:54][CH2:53][N:52]([CH2:51][CH2:50][CH2:49][CH2:48][NH:47][C:28](=[O:29])[O:20][C:17]2[CH:18]=[CH:19][C:14]3[C:13]4[C:12]([O:21][CH3:22])=[C:11]([O:23][CH3:24])[C:10]([O:25][CH3:26])=[CH:9][C:8]=4[CH2:7][CH2:6][C@H:5]([NH:4][C:2](=[O:3])[CH3:1])[C:15]=3[CH:16]=2)[CH2:57][CH2:56]1. The catalyst class is: 4. (3) Reactant: CC(C)([O-])C.[K+].IP(C1C=CC=CC=1)(C1C=CC=CC=1)(C1C=CC=CC=1)[CH2:9][CH:10]1[CH2:15][CH2:14][CH:13]([CH2:16][CH2:17][CH3:18])[CH2:12][CH2:11]1.[Br:37][C:38]1[CH:45]=[CH:44][C:41]([CH:42]=O)=[C:40]([F:46])[CH:39]=1. Product: [Br:37][C:38]1[CH:45]=[CH:44][C:41]([CH:42]=[CH:9][CH:10]2[CH2:15][CH2:14][CH:13]([CH2:16][CH2:17][CH3:18])[CH2:12][CH2:11]2)=[C:40]([F:46])[CH:39]=1. The catalyst class is: 1.